From a dataset of Full USPTO retrosynthesis dataset with 1.9M reactions from patents (1976-2016). Predict the reactants needed to synthesize the given product. (1) Given the product [C:49]([O:48][C:46]([NH:45][C@@H:43]([C:39]1[CH:38]=[CH:37][C:36]2[C:41](=[CH:42][C:33](/[CH:32]=[CH:31]/[C:25]3([C:23]([O:22][C@@H:18]([CH:19]([CH3:21])[CH3:20])[C:17]([NH:16][C@@H:14]([CH3:15])[C:13]([N:9]4[CH2:10][CH2:11][CH2:12][C@@H:7]([C:5]([OH:6])=[O:4])[NH:8]4)=[O:54])=[O:53])=[O:24])[CH2:30][CH2:29][CH2:28][CH2:27][O:26]3)=[CH:34][CH:35]=2)[N:40]=1)[CH3:44])=[O:47])([CH3:52])([CH3:50])[CH3:51], predict the reactants needed to synthesize it. The reactants are: ClC(Cl)(Cl)C[O:4][C:5]([C@@H:7]1[CH2:12][CH2:11][CH2:10][N:9]([C:13](=[O:54])[C@@H:14]([NH:16][C:17](=[O:53])[C@@H:18]([O:22][C:23]([C:25]2(/[CH:31]=[CH:32]/[C:33]3[CH:42]=[C:41]4[C:36]([CH:37]=[CH:38][C:39]([C@H:43]([NH:45][C:46]([O:48][C:49]([CH3:52])([CH3:51])[CH3:50])=[O:47])[CH3:44])=[N:40]4)=[CH:35][CH:34]=3)[CH2:30][CH2:29][CH2:28][CH2:27][O:26]2)=[O:24])[CH:19]([CH3:21])[CH3:20])[CH3:15])[NH:8]1)=[O:6].[OH-].[Na+].Cl. (2) Given the product [CH3:8][C:6]1[CH:7]=[C:2]([C:15]2[CH:16]=[CH:17][C:12]([O:11][CH3:10])=[CH:13][CH:14]=2)[C:3]([NH2:9])=[N:4][CH:5]=1, predict the reactants needed to synthesize it. The reactants are: Br[C:2]1[C:3]([NH2:9])=[N:4][CH:5]=[C:6]([CH3:8])[CH:7]=1.[CH3:10][O:11][C:12]1[CH:17]=[CH:16][C:15](B(O)O)=[CH:14][CH:13]=1.C(O)C.